From a dataset of Reaction yield outcomes from USPTO patents with 853,638 reactions. Predict the reaction yield, written as a fraction of the theoretical maximum amount of product (1.0 means a 100% yield; for example, 0.34 means a 34% yield). (1) The reactants are [NH2:1][CH2:2][C:3]1[C:4]([F:20])=[C:5]([O:10][C:11]2[CH:12]=[C:13]([CH:16]=[C:17]([Cl:19])[CH:18]=2)[C:14]#[N:15])[C:6]([Cl:9])=[CH:7][CH:8]=1.CC(OC([N:28](C(OC(C)(C)C)=O)[C:29]1[NH:30][C:31]([C:35](O)=[O:36])=[C:32]([Cl:34])[N:33]=1)=O)(C)C.ClC1N=C(NC(OC(C)(C)C)=O)NC=1C(O)=O.CN(C(ON1N=NC2C=CC=NC1=2)=[N+](C)C)C.F[P-](F)(F)(F)(F)F.CCN(C(C)C)C(C)C.[C:95]([OH:101])([C:97]([F:100])([F:99])[F:98])=[O:96]. The catalyst is CN(C=O)C. The product is [F:98][C:97]([F:100])([F:99])[C:95]([OH:101])=[O:96].[NH2:28][C:29]1[NH:30][C:31]([C:35]([NH:1][CH2:2][C:3]2[CH:8]=[CH:7][C:6]([Cl:9])=[C:5]([O:10][C:11]3[CH:12]=[C:13]([C:14]#[N:15])[CH:16]=[C:17]([Cl:19])[CH:18]=3)[C:4]=2[F:20])=[O:36])=[C:32]([Cl:34])[N:33]=1. The yield is 0.0620. (2) The yield is 0.910. The product is [CH3:1][C:2]1[C:6]([CH2:7][CH2:8][C:9]([NH2:20])=[O:10])=[C:5]([C:12]2[CH:17]=[CH:16][CH:15]=[CH:14][CH:13]=2)[O:4][N:3]=1. The reactants are [CH3:1][C:2]1[C:6]([CH2:7][CH2:8][C:9](O)=[O:10])=[C:5]([C:12]2[CH:17]=[CH:16][CH:15]=[CH:14][CH:13]=2)[O:4][N:3]=1.C([N:20](CC)CC)C.C(Cl)(=O)OCC.N. The catalyst is O.O1CCCC1. (3) The reactants are [C:1](N1C=CN=C1)(N1C=CN=C1)=[O:2].[F:13][C:14]1[CH:19]=[CH:18][C:17]([C:20]2[C:21]([C:28]3[CH:33]=[CH:32][N:31]=[CH:30][CH:29]=3)=[C:22]([NH:26][NH2:27])[N:23]=[N:24][CH:25]=2)=[CH:16][CH:15]=1. The catalyst is C1COCC1. The product is [F:13][C:14]1[CH:15]=[CH:16][C:17]([C:20]2[CH:25]=[N:24][N:23]3[C:1](=[O:2])[NH:27][N:26]=[C:22]3[C:21]=2[C:28]2[CH:33]=[CH:32][N:31]=[CH:30][CH:29]=2)=[CH:18][CH:19]=1. The yield is 0.910. (4) The reactants are [OH-].[K+].[C:3]([C:11]1[CH:12]=[C:13]([CH:20]=[CH:21][CH:22]=1)[CH:14]=[CH:15][C:16]([O:18]C)=[O:17])(=[O:10])[C:4]1[CH:9]=[CH:8][CH:7]=[CH:6][CH:5]=1. The catalyst is CO. The product is [C:3]([C:11]1[CH:12]=[C:13]([CH:20]=[CH:21][CH:22]=1)[CH:14]=[CH:15][C:16]([OH:18])=[O:17])(=[O:10])[C:4]1[CH:5]=[CH:6][CH:7]=[CH:8][CH:9]=1. The yield is 0.930. (5) The yield is 0.718. The product is [OH:1][C:2]1[C:10]([O:11][CH3:12])=[CH:9][CH:8]=[CH:7][C:3]=1[C:4](=[O:6])[CH3:15]. The reactants are [OH:1][C:2]1[C:10]([O:11][CH3:12])=[CH:9][CH:8]=[CH:7][C:3]=1[C:4]([OH:6])=O.C[Li].[CH3:15]COCC.Cl. The catalyst is [Cl-].[Na+].O.C1COCC1. (6) The reactants are [S:1]1[CH:5]=[CH:4][N:3]=[C:2]1[C:6]([OH:9])([CH3:8])[CH3:7].C([O-])(O)=O.[Na+].[Br:15]Br.CO. The catalyst is C(Cl)(Cl)Cl.[O-]S([O-])(=S)=O.[Na+].[Na+]. The product is [Br:15][C:5]1[S:1][C:2]([C:6]([OH:9])([CH3:8])[CH3:7])=[N:3][CH:4]=1. The yield is 0.670.